Dataset: Cav3 T-type calcium channel HTS with 100,875 compounds. Task: Binary Classification. Given a drug SMILES string, predict its activity (active/inactive) in a high-throughput screening assay against a specified biological target. (1) The drug is S(c1c([N+]([O-])=O)cc(cc1)C=O)c1oc(nn1)c1cc(OC)cc(OC)c1. The result is 0 (inactive). (2) The drug is S(CC(=O)NC(c1ccccc1)C)c1oc(nn1)c1ccc(OC)cc1. The result is 0 (inactive).